Task: Regression. Given two drug SMILES strings and cell line genomic features, predict the synergy score measuring deviation from expected non-interaction effect.. Dataset: NCI-60 drug combinations with 297,098 pairs across 59 cell lines (1) Drug 1: CC1=C(C=C(C=C1)C(=O)NC2=CC(=CC(=C2)C(F)(F)F)N3C=C(N=C3)C)NC4=NC=CC(=N4)C5=CN=CC=C5. Drug 2: CC1CCC2CC(C(=CC=CC=CC(CC(C(=O)C(C(C(=CC(C(=O)CC(OC(=O)C3CCCCN3C(=O)C(=O)C1(O2)O)C(C)CC4CCC(C(C4)OC)OCCO)C)C)O)OC)C)C)C)OC. Cell line: SNB-19. Synergy scores: CSS=-6.14, Synergy_ZIP=9.78, Synergy_Bliss=9.85, Synergy_Loewe=-12.1, Synergy_HSA=-9.10. (2) Drug 2: C1CCC(C(C1)N)N.C(=O)(C(=O)[O-])[O-].[Pt+4]. Cell line: SK-MEL-28. Drug 1: C1=CN(C(=O)N=C1N)C2C(C(C(O2)CO)O)O.Cl. Synergy scores: CSS=39.8, Synergy_ZIP=-1.80, Synergy_Bliss=-0.508, Synergy_Loewe=-9.90, Synergy_HSA=3.01.